Dataset: Catalyst prediction with 721,799 reactions and 888 catalyst types from USPTO. Task: Predict which catalyst facilitates the given reaction. (1) Reactant: [F:1][C:2]1[CH:7]=[CH:6][C:5]([C:8]2[CH:16]=[CH:15][CH:14]=[C:13]3[C:9]=2[CH2:10][C:11](=[O:17])[NH:12]3)=[CH:4][CH:3]=1.[N:18]1([CH2:23][CH2:24][NH:25][C:26]([C:28]2[CH:32]=[C:31]([CH3:33])[NH:30][C:29]=2[CH:34]=O)=[O:27])[CH:22]=[CH:21][N:20]=[N:19]1. Product: [N:18]1([CH2:23][CH2:24][NH:25][C:26]([C:28]2[CH:32]=[C:31]([CH3:33])[NH:30][C:29]=2[CH:34]=[C:10]2[C:9]3[C:13](=[CH:14][CH:15]=[CH:16][C:8]=3[C:5]3[CH:4]=[CH:3][C:2]([F:1])=[CH:7][CH:6]=3)[NH:12][C:11]2=[O:17])=[O:27])[CH:22]=[CH:21][N:20]=[N:19]1. The catalyst class is: 360. (2) Reactant: C([O:8][C:9]1[CH:18]=[C:17]2[C:12]([CH:13]=[CH:14][C:15]([S:19]([NH:22][C:23]([C:25]3[CH:30]=[CH:29][C:28]([N:31]4[C:35]([CH3:36])=[C:34]([Cl:37])[C:33]([C:38]([N:40]([CH2:45][CH2:46][CH2:47][CH3:48])[CH2:41][CH2:42][CH2:43][CH3:44])=[O:39])=[N:32]4)=[C:27]([C:49]([N:51]4[CH2:60][CH2:59][C:58]5[C:53](=[CH:54][CH:55]=[CH:56][CH:57]=5)[CH2:52]4)=[O:50])[CH:26]=3)=[O:24])(=[O:21])=[O:20])=[CH:16]2)=[CH:11][CH:10]=1)C1C=CC=CC=1. Product: [CH2:45]([N:40]([CH2:41][CH2:42][CH2:43][CH3:44])[C:38]([C:33]1[C:34]([Cl:37])=[C:35]([CH3:36])[N:31]([C:28]2[CH:29]=[CH:30][C:25]([C:23](=[O:24])[NH:22][S:19]([C:15]3[CH:14]=[CH:13][C:12]4[C:17](=[CH:18][C:9]([OH:8])=[CH:10][CH:11]=4)[CH:16]=3)(=[O:21])=[O:20])=[CH:26][C:27]=2[C:49]([N:51]2[CH2:60][CH2:59][C:58]3[C:53](=[CH:54][CH:55]=[CH:56][CH:57]=3)[CH2:52]2)=[O:50])[N:32]=1)=[O:39])[CH2:46][CH2:47][CH3:48]. The catalyst class is: 19. (3) Reactant: [H-].[Na+].[OH:3][C@H:4]1[CH2:9][CH2:8][C@H:7]([NH:10][C:11](=[O:17])[O:12][C:13]([CH3:16])([CH3:15])[CH3:14])[CH2:6][CH2:5]1.[Si:18]([O:25][CH2:26][CH2:27][C@H:28]1[CH2:40][C:39]2[C:38]3[C:37](Cl)=[N:36][CH:35]=[N:34][C:33]=3[S:32][C:31]=2[CH2:30][CH2:29]1)([C:21]([CH3:24])([CH3:23])[CH3:22])([CH3:20])[CH3:19]. Product: [Si:18]([O:25][CH2:26][CH2:27][C@H:28]1[CH2:40][C:39]2[C:38]3[C:37]([O:3][CH:4]4[CH2:9][CH2:8][CH:7]([NH:10][C:11](=[O:17])[O:12][C:13]([CH3:14])([CH3:16])[CH3:15])[CH2:6][CH2:5]4)=[N:36][CH:35]=[N:34][C:33]=3[S:32][C:31]=2[CH2:30][CH2:29]1)([C:21]([CH3:24])([CH3:22])[CH3:23])([CH3:19])[CH3:20]. The catalyst class is: 1. (4) Reactant: [CH3:1][S:2][C:3]1[NH:4][C:5]2[C:10](=[O:11])[N:9]([CH2:12][C:13]3[C:22]4[C:17](=[CH:18][CH:19]=[CH:20][CH:21]=4)[CH:16]=[CH:15][CH:14]=3)[N:8]=[CH:7][C:6]=2[N:23]=1.[CH2:24](Br)[C:25]1[CH:30]=[CH:29][CH:28]=[CH:27][CH:26]=1.C(=O)([O-])[O-].[K+].[K+]. Product: [CH2:24]([N:4]1[C:5]2[C:10](=[O:11])[N:9]([CH2:12][C:13]3[C:22]4[C:17](=[CH:18][CH:19]=[CH:20][CH:21]=4)[CH:16]=[CH:15][CH:14]=3)[N:8]=[CH:7][C:6]=2[N:23]=[C:3]1[S:2][CH3:1])[C:25]1[CH:30]=[CH:29][CH:28]=[CH:27][CH:26]=1. The catalyst class is: 35.